Dataset: Catalyst prediction with 721,799 reactions and 888 catalyst types from USPTO. Task: Predict which catalyst facilitates the given reaction. (1) Reactant: [Br:1][CH2:2][C:3]1[CH:11]=[CH:10][C:6]([C:7]([OH:9])=O)=[CH:5][CH:4]=1.S(Cl)(Cl)=O.[NH2:16][C:17]1[S:18][C:19]([N:27]2[CH2:32][CH2:31][O:30][CH2:29][CH2:28]2)=[C:20]([C:22]2[O:23][CH:24]=[CH:25][CH:26]=2)[N:21]=1.C(N(CC)CC)C.C(=O)([O-])[O-].[Na+].[Na+]. Product: [Br:1][CH2:2][C:3]1[CH:4]=[CH:5][C:6]([C:7]([NH:16][C:17]2[S:18][C:19]([N:27]3[CH2:28][CH2:29][O:30][CH2:31][CH2:32]3)=[C:20]([C:22]3[O:23][CH:24]=[CH:25][CH:26]=3)[N:21]=2)=[O:9])=[CH:10][CH:11]=1. The catalyst class is: 11. (2) Reactant: [CH2:1]([S:3]([NH:6][CH2:7][C:8]1[CH:9]=[N:10][CH:11]=[CH:12][CH:13]=1)(=[O:5])=[O:4])[CH3:2].C(=O)([O-])[O-].[Cs+].[Cs+].[I:20][C:21]1[CH:22]=[C:23]([CH:26]=[CH:27][CH:28]=1)[CH2:24]Br. Product: [I:20][C:21]1[CH:22]=[C:23]([CH2:24][N:6]([CH2:7][C:8]2[CH:9]=[N:10][CH:11]=[CH:12][CH:13]=2)[S:3]([CH2:1][CH3:2])(=[O:5])=[O:4])[CH:26]=[CH:27][CH:28]=1. The catalyst class is: 42. (3) Reactant: Br[C:2]1[CH:7]=[CH:6][C:5]([Br:8])=[CH:4][CH:3]=1.[Li]CCCC.[N:14]1[CH:19]=[CH:18][CH:17]=[N:16][C:15]=1[N:20]1[CH2:25][CH2:24][C:23](=[O:26])[CH2:22][CH2:21]1. Product: [Br:8][C:5]1[CH:6]=[CH:7][C:2]([C:23]2([OH:26])[CH2:22][CH2:21][N:20]([C:15]3[N:16]=[CH:17][CH:18]=[CH:19][N:14]=3)[CH2:25][CH2:24]2)=[CH:3][CH:4]=1. The catalyst class is: 1. (4) Reactant: [Cl:1][CH2:2][CH2:3][CH2:4][O:5][C:6]1[CH:11]=[CH:10][C:9]([CH:12]2[CH2:17][CH2:16][C:15](=[O:18])[CH2:14][CH2:13]2)=[CH:8][CH:7]=1.[BH4-].[Na+]. Product: [Cl:1][CH2:2][CH2:3][CH2:4][O:5][C:6]1[CH:11]=[CH:10][C:9]([C@H:12]2[CH2:17][CH2:16][C@H:15]([OH:18])[CH2:14][CH2:13]2)=[CH:8][CH:7]=1. The catalyst class is: 5.